This data is from Forward reaction prediction with 1.9M reactions from USPTO patents (1976-2016). The task is: Predict the product of the given reaction. Given the reactants [C:1]([C:3]1[CH:4]=[C:5]([CH:9]=[C:10](OC(C)C)[CH:11]=1)[C:6]([OH:8])=[O:7])#[N:2].BrC1C=[CH:19][C:20]([OH:26])=[C:21](C=1)C(O)=O, predict the reaction product. The product is: [C:1]([C:3]1[CH:11]=[CH:10][C:9]([O:26][CH:20]([CH3:21])[CH3:19])=[C:5]([CH:4]=1)[C:6]([OH:8])=[O:7])#[N:2].